From a dataset of NCI-60 drug combinations with 297,098 pairs across 59 cell lines. Regression. Given two drug SMILES strings and cell line genomic features, predict the synergy score measuring deviation from expected non-interaction effect. (1) Drug 1: CC1=C2C(C(=O)C3(C(CC4C(C3C(C(C2(C)C)(CC1OC(=O)C(C(C5=CC=CC=C5)NC(=O)OC(C)(C)C)O)O)OC(=O)C6=CC=CC=C6)(CO4)OC(=O)C)O)C)O. Drug 2: C(=O)(N)NO. Cell line: HOP-62. Synergy scores: CSS=0.818, Synergy_ZIP=5.01, Synergy_Bliss=7.37, Synergy_Loewe=-7.23, Synergy_HSA=-0.864. (2) Drug 2: CC1C(C(CC(O1)OC2CC(CC3=C2C(=C4C(=C3O)C(=O)C5=CC=CC=C5C4=O)O)(C(=O)C)O)N)O. Drug 1: COCCOC1=C(C=C2C(=C1)C(=NC=N2)NC3=CC=CC(=C3)C#C)OCCOC.Cl. Cell line: KM12. Synergy scores: CSS=37.4, Synergy_ZIP=2.80, Synergy_Bliss=3.79, Synergy_Loewe=-17.9, Synergy_HSA=4.98. (3) Drug 1: CC1=CC=C(C=C1)C2=CC(=NN2C3=CC=C(C=C3)S(=O)(=O)N)C(F)(F)F. Drug 2: COCCOC1=C(C=C2C(=C1)C(=NC=N2)NC3=CC=CC(=C3)C#C)OCCOC.Cl. Cell line: SF-539. Synergy scores: CSS=1.86, Synergy_ZIP=0.0753, Synergy_Bliss=-1.86, Synergy_Loewe=-1.73, Synergy_HSA=-1.52. (4) Drug 1: C1=NC(=NC(=O)N1C2C(C(C(O2)CO)O)O)N. Drug 2: C1CN1C2=NC(=NC(=N2)N3CC3)N4CC4. Cell line: EKVX. Synergy scores: CSS=9.06, Synergy_ZIP=-1.86, Synergy_Bliss=0.254, Synergy_Loewe=1.31, Synergy_HSA=1.75. (5) Drug 1: C1=NC2=C(N=C(N=C2N1C3C(C(C(O3)CO)O)O)F)N. Drug 2: CCCCC(=O)OCC(=O)C1(CC(C2=C(C1)C(=C3C(=C2O)C(=O)C4=C(C3=O)C=CC=C4OC)O)OC5CC(C(C(O5)C)O)NC(=O)C(F)(F)F)O. Cell line: SF-295. Synergy scores: CSS=52.0, Synergy_ZIP=0.378, Synergy_Bliss=-1.38, Synergy_Loewe=-15.7, Synergy_HSA=-3.71.